From a dataset of Full USPTO retrosynthesis dataset with 1.9M reactions from patents (1976-2016). Predict the reactants needed to synthesize the given product. (1) Given the product [CH3:1][O:2][C:3]1[CH:4]=[C:5]2[C:10](=[CH:11][CH:12]=1)[C:9](=[O:13])[N:8]([C:15]1[CH:20]=[CH:19][C:18]([O:21][CH3:22])=[CH:17][CH:16]=1)[CH:7]=[CH:6]2, predict the reactants needed to synthesize it. The reactants are: [CH3:1][O:2][C:3]1[CH:4]=[C:5]2[C:10](=[CH:11][CH:12]=1)[C:9]([OH:13])=[N:8][CH:7]=[CH:6]2.I[C:15]1[CH:20]=[CH:19][C:18]([O:21][CH3:22])=[CH:17][CH:16]=1.N1CCC[C@H]1C(O)=O.C(=O)([O-])[O-].[K+].[K+]. (2) The reactants are: Cl[C:2]1[CH:7]=[CH:6][N:5]2[N:8]=[CH:9][C:10]([C:11]([O:13][CH2:14][CH3:15])=[O:12])=[C:4]2[N:3]=1.Cl.Cl.[F:18][C:19]1[CH:20]=[N:21][CH:22]=[C:23]([C@H:25]2[CH2:29][CH2:28][CH2:27][NH:26]2)[CH:24]=1.C(N(C(C)C)CC)(C)C. Given the product [F:18][C:19]1[CH:24]=[C:23]([CH:25]2[CH2:29][CH2:28][CH2:27][N:26]2[C:2]2[CH:7]=[CH:6][N:5]3[N:8]=[CH:9][C:10]([C:11]([O:13][CH2:14][CH3:15])=[O:12])=[C:4]3[N:3]=2)[CH:22]=[N:21][CH:20]=1, predict the reactants needed to synthesize it. (3) Given the product [ClH:1].[CH:8]([O:11][C:12]([C:14]1[C:23](=[O:24])[C:22]2[C:17](=[C:18]([O:43][CH3:44])[C:19]([N:26]3[CH2:31][CH2:30][CH2:29][C:28](=[C:32]([F:42])[CH2:33][NH2:34])[CH2:27]3)=[C:20]([F:25])[CH:21]=2)[N:16]([CH:45]2[CH2:46][CH2:47]2)[CH:15]=1)=[O:13])([CH3:10])[CH3:9], predict the reactants needed to synthesize it. The reactants are: [ClH:1].O1CCOCC1.[CH:8]([O:11][C:12]([C:14]1[C:23](=[O:24])[C:22]2[C:17](=[C:18]([O:43][CH3:44])[C:19]([N:26]3[CH2:31][CH2:30][CH2:29][C:28](=[C:32]([F:42])[CH2:33][NH:34]C(OC(C)(C)C)=O)[CH2:27]3)=[C:20]([F:25])[CH:21]=2)[N:16]([CH:45]2[CH2:47][CH2:46]2)[CH:15]=1)=[O:13])([CH3:10])[CH3:9]. (4) Given the product [CH:1]1([NH:4][C:5]2[N:10]3[N:11]=[CH:12][C:13](/[CH:14]=[C:15]4\[NH:19][C:18](=[O:20])[NH:17][C:16]\4=[O:21])=[C:9]3[N:8]=[C:7]([N:50]3[CH:54]=[C:53]([CH:55]=[O:56])[N:52]=[CH:51]3)[N:6]=2)[CH2:3][CH2:2]1, predict the reactants needed to synthesize it. The reactants are: [CH:1]1([NH:4][C:5]2[N:10]3[N:11]=[CH:12][C:13](/[CH:14]=[C:15]4/[C:16](=[O:21])[NH:17][C:18](=[O:20])[NH:19]/4)=[C:9]3[N:8]=[C:7](S(C)=O)[N:6]=2)[CH2:3][CH2:2]1.C1(NC2N3N=CC(/C=C4/C(=O)NC(=O)N/4)=C3N=C(S(C)(=O)=O)N=2)CC1.[NH:50]1[CH:54]=[C:53]([CH:55]=[O:56])[N:52]=[CH:51]1. (5) Given the product [NH2:67][C:63]1[C:50]2[C:51]([C:53]3[CH:54]=[N:55][C:56]4[C:61]([CH:62]=3)=[CH:60][CH:59]=[CH:58][CH:57]=4)=[C:52]3[N:48]([C:49]=2[N:66]=[CH:65][N:64]=1)[CH2:47][C@@H:46]([NH:68][C:7](=[O:8])/[CH:6]=[CH:5]/[CH2:4][N:3]([CH3:10])[CH3:2])[C:45]3=[CH2:44], predict the reactants needed to synthesize it. The reactants are: Cl.[CH3:2][N:3]([CH3:10])[CH2:4]/[CH:5]=[CH:6]/[C:7](O)=[O:8].CN(C(ON1N=NC2C=CC=NC1=2)=[N+](C)C)C.F[P-](F)(F)(F)(F)F.C(N(C(C)C)CC)(C)C.[CH2:44]=[C:45]1[C:52]2[N:48]([C:49]3[N:66]=[CH:65][N:64]=[C:63]([NH2:67])[C:50]=3[C:51]=2[C:53]2[CH:54]=[N:55][C:56]3[C:61]([CH:62]=2)=[CH:60][CH:59]=[CH:58][CH:57]=3)[CH2:47][C@H:46]1[NH2:68].C(=O)(O)[O-].[Na+].